From a dataset of Retrosynthesis with 50K atom-mapped reactions and 10 reaction types from USPTO. Predict the reactants needed to synthesize the given product. (1) Given the product O=C(Nc1cc2ncc(-c3cc(F)ccc3Cl)cc2cn1)C1CC1, predict the reactants needed to synthesize it. The reactants are: Fc1ccc(Cl)c(-c2cnc3cc(Br)ncc3c2)c1.NC(=O)C1CC1. (2) Given the product CCNC(=O)c1cc2c(Cl)ccc(-n3c(=O)cc(C(F)(F)F)n(C)c3=O)c2o1, predict the reactants needed to synthesize it. The reactants are: CCN.Cn1c(C(F)(F)F)cc(=O)n(-c2ccc(Cl)c3cc(C(=O)O)oc23)c1=O.